Dataset: Forward reaction prediction with 1.9M reactions from USPTO patents (1976-2016). Task: Predict the product of the given reaction. (1) Given the reactants I[C:2]1[CH:3]=[C:4]([N:8]2[C:12]3=[N:13][C:14]([C:17]4[CH:18]=[N:19][N:20]([CH3:22])[CH:21]=4)=[CH:15][CH:16]=[C:11]3[C:10]([C:23]([O:25][CH3:26])=[O:24])=[N:9]2)[CH:5]=[CH:6][CH:7]=1.[C:27]([C@:29]1([OH:36])[CH2:33][CH2:32][N:31]([CH3:34])[C:30]1=[O:35])#[CH:28], predict the reaction product. The product is: [OH:36][C@@:29]1([C:27]#[C:28][C:2]2[CH:3]=[C:4]([N:8]3[C:12]4=[N:13][C:14]([C:17]5[CH:18]=[N:19][N:20]([CH3:22])[CH:21]=5)=[CH:15][CH:16]=[C:11]4[C:10]([C:23]([O:25][CH3:26])=[O:24])=[N:9]3)[CH:5]=[CH:6][CH:7]=2)[CH2:33][CH2:32][N:31]([CH3:34])[C:30]1=[O:35]. (2) Given the reactants [C:1]([C:3](=[CH:10][CH:11]([CH3:13])[CH3:12])[CH2:4][C:5]([O:7]CC)=[O:6])#[N:2].O.[OH-].[Li+].Cl, predict the reaction product. The product is: [C:1]([C:3](=[CH:10][CH:11]([CH3:13])[CH3:12])[CH2:4][C:5]([OH:7])=[O:6])#[N:2].